Task: Predict the reaction yield, written as a fraction of the theoretical maximum amount of product (1.0 means a 100% yield; for example, 0.34 means a 34% yield).. Dataset: Reaction yield outcomes from USPTO patents with 853,638 reactions The reactants are [C:1]1([CH2:7][CH:8]([OH:10])[CH3:9])[CH:6]=[CH:5][CH:4]=[CH:3][CH:2]=1.[Cr](Cl)([O-])(=O)=O.[NH+]1C=CC=CC=1. The catalyst is C(Cl)Cl. The product is [C:1]1([CH2:7][C:8](=[O:10])[CH3:9])[CH:6]=[CH:5][CH:4]=[CH:3][CH:2]=1. The yield is 0.840.